From a dataset of Full USPTO retrosynthesis dataset with 1.9M reactions from patents (1976-2016). Predict the reactants needed to synthesize the given product. (1) Given the product [CH:10]1([CH2:9][N:8]2[C:7]3[CH:6]=[CH:5][C:4]([NH:16][S:17]([C:20]4[CH:21]=[CH:22][CH:23]=[CH:24][CH:25]=4)(=[O:19])=[O:18])=[CH:3][C:2]=3[N:1]=[C:29]2[CH:28]([CH2:32][CH3:33])[CH2:26][CH3:27])[CH2:11][CH2:12][CH2:13][CH2:14][CH2:15]1, predict the reactants needed to synthesize it. The reactants are: [NH2:1][C:2]1[CH:3]=[C:4]([NH:16][S:17]([C:20]2[CH:25]=[CH:24][CH:23]=[CH:22][CH:21]=2)(=[O:19])=[O:18])[CH:5]=[CH:6][C:7]=1[NH:8][CH2:9][CH:10]1[CH2:15][CH2:14][CH2:13][CH2:12][CH2:11]1.[CH2:26]([CH:28]([CH2:32][CH3:33])[C:29](Cl)=O)[CH3:27]. (2) Given the product [Cl:1][C:2]1[N:6]([C:7]2[CH:12]=[CH:11][C:10]([C:13]3[CH:17]=[C:16]([C:18]([NH2:19])=[O:34])[S:15][CH:14]=3)=[CH:9][CH:8]=2)[C:5]2[C:20]([OH:21])=[C:27]([C:28]#[N:29])[C:26](=[O:30])[NH:25][C:4]=2[CH:3]=1, predict the reactants needed to synthesize it. The reactants are: [Cl:1][C:2]1[N:6]([C:7]2[CH:12]=[CH:11][C:10]([C:13]3[CH:17]=[C:16]([C:18]#[N:19])[S:15][CH:14]=3)=[CH:9][CH:8]=2)[C:5]([C:20](OCC)=[O:21])=[C:4]([NH:25][C:26](=[O:30])[CH2:27][C:28]#[N:29])[CH:3]=1.CC(C)([O-:34])C.[K+].O.Cl. (3) Given the product [Br:1][C:2]1[CH:11]=[C:10]([Br:12])[C:9]([O:13][CH2:15][CH2:16][OH:17])=[C:8]2[C:3]=1[CH:4]=[CH:5][CH:6]=[N:7]2, predict the reactants needed to synthesize it. The reactants are: [Br:1][C:2]1[CH:11]=[C:10]([Br:12])[C:9]([OH:13])=[C:8]2[C:3]=1[CH:4]=[CH:5][CH:6]=[N:7]2.Br[CH2:15][CH2:16][OH:17].CN(C)C=O. (4) Given the product [Br:1][C:2]1[CH:3]=[C:4]([CH:8]=[CH:9][C:10]=1[O:11][CH3:12])[C:5]([NH:46][C:44]1[CH:45]=[CH:40][C:41]([CH2:21][CH2:20][N:17]2[CH2:18][CH2:19][S:14](=[O:28])(=[O:13])[CH2:15][CH2:16]2)=[CH:42][CH:43]=1)=[O:7], predict the reactants needed to synthesize it. The reactants are: [Br:1][C:2]1[CH:3]=[C:4]([CH:8]=[CH:9][C:10]=1[O:11][CH3:12])[C:5]([OH:7])=O.[O:13]=[S:14]1(=[O:28])[CH2:19][CH2:18][N:17]([CH2:20][C:21]2C=CC(N)=CC=2)[CH2:16][CH2:15]1.CCN=C=NCCCN(C)C.[CH:40]1[CH:41]=[CH:42][C:43]2N(O)N=[N:46][C:44]=2[CH:45]=1.CN1CCOCC1. (5) Given the product [ClH:32].[NH2:7][CH2:8][CH2:9][N:10]1[CH2:11][CH:12]2[O:18][CH:16]([CH2:15][N:14]([CH2:19][CH2:20][CH2:21][O:22][C:23]3[CH:24]=[CH:25][C:26]([C:29]#[N:30])=[CH:27][CH:28]=3)[CH2:13]2)[CH2:17]1, predict the reactants needed to synthesize it. The reactants are: C(OC(=O)[NH:7][CH2:8][CH2:9][N:10]1[CH2:17][CH:16]2[O:18][CH:12]([CH2:13][N:14]([CH2:19][CH2:20][CH2:21][O:22][C:23]3[CH:28]=[CH:27][C:26]([C:29]#[N:30])=[CH:25][CH:24]=3)[CH2:15]2)[CH2:11]1)(C)(C)C.[ClH:32]. (6) The reactants are: [C:1]([N:4]1[C:13]2[C:8](=[CH:9][C:10]([NH:14]C(OC(C)(C)C)=O)=[CH:11][CH:12]=2)[C:7]([CH3:22])=[CH:6][C:5]1([CH3:24])[CH3:23])(=[O:3])[CH3:2].[Al+3].[Cl-:26].[Cl-].[Cl-]. Given the product [C:1]([N:4]1[C:13]2[C:8](=[CH:9][C:10]([NH2:14])=[CH:11][CH:12]=2)[CH:7]([CH3:22])[CH:6]([C:8]2[CH:13]=[CH:12][C:11]([Cl:26])=[CH:10][CH:9]=2)[C:5]1([CH3:23])[CH3:24])(=[O:3])[CH3:2], predict the reactants needed to synthesize it.